Dataset: NCI-60 drug combinations with 297,098 pairs across 59 cell lines. Task: Regression. Given two drug SMILES strings and cell line genomic features, predict the synergy score measuring deviation from expected non-interaction effect. (1) Drug 1: CC1=C(C=C(C=C1)NC2=NC=CC(=N2)N(C)C3=CC4=NN(C(=C4C=C3)C)C)S(=O)(=O)N.Cl. Drug 2: CC1=CC=C(C=C1)C2=CC(=NN2C3=CC=C(C=C3)S(=O)(=O)N)C(F)(F)F. Cell line: A549. Synergy scores: CSS=13.0, Synergy_ZIP=1.19, Synergy_Bliss=10.4, Synergy_Loewe=8.61, Synergy_HSA=9.51. (2) Drug 1: CCC1=C2CN3C(=CC4=C(C3=O)COC(=O)C4(CC)O)C2=NC5=C1C=C(C=C5)O. Drug 2: CC1=C(N=C(N=C1N)C(CC(=O)N)NCC(C(=O)N)N)C(=O)NC(C(C2=CN=CN2)OC3C(C(C(C(O3)CO)O)O)OC4C(C(C(C(O4)CO)O)OC(=O)N)O)C(=O)NC(C)C(C(C)C(=O)NC(C(C)O)C(=O)NCCC5=NC(=CS5)C6=NC(=CS6)C(=O)NCCC[S+](C)C)O. Cell line: HOP-92. Synergy scores: CSS=24.3, Synergy_ZIP=-11.8, Synergy_Bliss=0.647, Synergy_Loewe=1.89, Synergy_HSA=3.11. (3) Drug 1: CC1C(C(CC(O1)OC2CC(CC3=C2C(=C4C(=C3O)C(=O)C5=C(C4=O)C(=CC=C5)OC)O)(C(=O)C)O)N)O.Cl. Drug 2: C1=CC=C(C(=C1)C(C2=CC=C(C=C2)Cl)C(Cl)Cl)Cl. Cell line: MDA-MB-435. Synergy scores: CSS=15.2, Synergy_ZIP=-0.806, Synergy_Bliss=7.11, Synergy_Loewe=-6.13, Synergy_HSA=4.00.